Predict the reaction yield, written as a fraction of the theoretical maximum amount of product (1.0 means a 100% yield; for example, 0.34 means a 34% yield). From a dataset of Reaction yield outcomes from USPTO patents with 853,638 reactions. (1) The reactants are Cl.Cl.[C:3]1([CH2:9][N:10]2[CH2:15][CH2:14][CH:13]([NH:16][CH2:17][CH3:18])[CH2:12][CH2:11]2)[CH:8]=[CH:7][CH:6]=[CH:5][CH:4]=1.C(N(CC)C(C)C)(C)C.[CH3:28][S:29]([C:32]1[CH:37]=[CH:36][C:35]([CH2:38][C:39]([OH:41])=O)=[CH:34][CH:33]=1)(=[O:31])=[O:30].C1(N=C=NC2CCCCC2)CCCCC1. The catalyst is C(Cl)Cl.CN(C)C1C=CN=CC=1. The product is [CH2:9]([N:10]1[CH2:15][CH2:14][CH:13]([N:16]([CH2:17][CH3:18])[C:39](=[O:41])[CH2:38][C:35]2[CH:34]=[CH:33][C:32]([S:29]([CH3:28])(=[O:30])=[O:31])=[CH:37][CH:36]=2)[CH2:12][CH2:11]1)[C:3]1[CH:4]=[CH:5][CH:6]=[CH:7][CH:8]=1. The yield is 0.760. (2) The reactants are [C:1]([O:9][C:10]1[C:19]2[C:14](=[CH:15][CH:16]=[CH:17][CH:18]=2)[C:13]([O:20][C:21](=[O:28])[C:22]2[CH:27]=[CH:26][CH:25]=[CH:24][CH:23]=2)=[C:12]([CH3:29])[C:11]=1[CH2:30]/[CH:31]=[C:32](\[CH3:64])/[CH2:33][CH2:34]/[CH:35]=[C:36](\[CH3:63])/[CH2:37][CH2:38]/[CH:39]=[C:40](\[CH3:62])/[CH2:41][CH2:42]/[CH:43]=[C:44](\[CH3:61])/[CH2:45][CH2:46]/[CH:47]=[C:48](\[CH3:60])/[CH2:49][CH2:50]/[CH:51]=[C:52](\[CH3:59])/[CH2:53][CH2:54][CH:55]=[C:56]([CH3:58])[CH3:57])(=[O:8])[C:2]1[CH:7]=[CH:6][CH:5]=[CH:4][CH:3]=1.O. The product is [C:1]([O:9][C:10]1[C:19]2[C:14](=[CH:15][CH:16]=[CH:17][CH:18]=2)[C:13]([OH:20])=[C:12]([CH3:29])[C:11]=1[CH2:30]/[CH:31]=[C:32](\[CH3:64])/[CH2:33][CH2:34]/[CH:35]=[C:36](\[CH3:63])/[CH2:37][CH2:38]/[CH:39]=[C:40](\[CH3:62])/[CH2:41][CH2:42]/[CH:43]=[C:44](\[CH3:61])/[CH2:45][CH2:46]/[CH:47]=[C:48](\[CH3:60])/[CH2:49][CH2:50]/[CH:51]=[C:52](\[CH3:59])/[CH2:53][CH2:54][CH:55]=[C:56]([CH3:58])[CH3:57])(=[O:8])[C:2]1[CH:3]=[CH:4][CH:5]=[CH:6][CH:7]=1.[C:21]([O:20][C:13]1[C:14]2[C:19](=[CH:18][CH:17]=[CH:16][CH:15]=2)[C:10]([OH:9])=[C:11]([CH2:30]/[CH:31]=[C:32](\[CH3:64])/[CH2:33][CH2:34]/[CH:35]=[C:36](\[CH3:63])/[CH2:37][CH2:38]/[CH:39]=[C:40](\[CH3:62])/[CH2:41][CH2:42]/[CH:43]=[C:44](\[CH3:61])/[CH2:45][CH2:46]/[CH:47]=[C:48](\[CH3:60])/[CH2:49][CH2:50]/[CH:51]=[C:52](\[CH3:59])/[CH2:53][CH2:54][CH:55]=[C:56]([CH3:57])[CH3:58])[C:12]=1[CH3:29])(=[O:28])[C:22]1[CH:23]=[CH:24][CH:25]=[CH:26][CH:27]=1. The catalyst is C1COCC1. The yield is 0.500. (3) The catalyst is CO.[Pd]. The yield is 1.00. The reactants are [N:1]1[NH:2][N:3]=[N:4][C:5]=1[CH2:6][NH:7][C:8]1[CH:9]=[C:10]2[C:14](=[CH:15][CH:16]=1)[N:13]([O:17]CC1C=CC=CC=1)[N:12]=[CH:11]2. The product is [N:4]1[NH:3][N:2]=[N:1][C:5]=1[CH2:6][NH:7][C:8]1[CH:9]=[C:10]2[C:14](=[CH:15][CH:16]=1)[N:13]([OH:17])[N:12]=[CH:11]2. (4) The catalyst is COC(OC)N(C)C.Cl. The reactants are [C:1]([C:4]1[C:9](=[O:10])[C:8]([O:11][CH3:12])=[CH:7][N:6]([C:13]2[CH:18]=[C:17]([C:19]3[CH:20]=[N:21][N:22]([CH3:24])[CH:23]=3)[CH:16]=[CH:15][C:14]=2[F:25])[N:5]=1)(=O)[CH3:2].[CH3:26]C(O)=O.[C:30]1([NH:36][NH2:37])[CH:35]=[CH:34][CH:33]=[CH:32][CH:31]=1. The product is [F:25][C:14]1[CH:15]=[CH:16][C:17]([C:19]2[CH:20]=[N:21][N:22]([CH3:24])[CH:23]=2)=[CH:18][C:13]=1[N:6]1[CH:7]=[C:8]([O:11][CH3:12])[C:9](=[O:10])[C:4]([C:1]2[N:36]([C:30]3[CH:35]=[CH:34][CH:33]=[CH:32][CH:31]=3)[N:37]=[CH:26][CH:2]=2)=[N:5]1. The yield is 0.460. (5) The reactants are [O:1]([C:8]1[CH:15]=[CH:14][C:11]([C:12]#[N:13])=[CH:10][CH:9]=1)[C:2]1[CH:7]=[CH:6][CH:5]=[CH:4][CH:3]=1.[NH2:16][OH:17]. The catalyst is C(O)C. The product is [OH:17]/[N:16]=[C:12](\[NH2:13])/[C:11]1[CH:10]=[CH:9][C:8]([O:1][C:2]2[CH:7]=[CH:6][CH:5]=[CH:4][CH:3]=2)=[CH:15][CH:14]=1. The yield is 1.00. (6) The reactants are [C:1]([C:5]1[N:10]=[C:9]([N:11]2[CH2:16][CH2:15][N:14]([CH2:17][CH2:18][CH2:19][CH2:20][NH2:21])[CH2:13][CH2:12]2)[CH:8]=[C:7]([C:22]([F:25])([F:24])[F:23])[N:6]=1)([CH3:4])([CH3:3])[CH3:2].C1N=CN([C:31](N2C=NC=C2)=[O:32])C=1.[NH:38]1[CH2:43][CH2:42][CH:41]([N:44]2[C:48]3[CH:49]=[CH:50][CH:51]=[CH:52][C:47]=3[NH:46][C:45]2=[O:53])[CH2:40][CH2:39]1. The catalyst is C(Cl)(Cl)Cl.CO. The product is [C:1]([C:5]1[N:10]=[C:9]([N:11]2[CH2:16][CH2:15][N:14]([CH2:17][CH2:18][CH2:19][CH2:20][NH:21][C:31]([N:38]3[CH2:39][CH2:40][CH:41]([N:44]4[C:48]5[CH:49]=[CH:50][CH:51]=[CH:52][C:47]=5[NH:46][C:45]4=[O:53])[CH2:42][CH2:43]3)=[O:32])[CH2:13][CH2:12]2)[CH:8]=[C:7]([C:22]([F:24])([F:25])[F:23])[N:6]=1)([CH3:4])([CH3:2])[CH3:3]. The yield is 0.260. (7) The reactants are C[O:2][C:3]1[CH:8]=[CH:7][C:6]([CH2:9][CH2:10][CH2:11][C:12]([OH:14])=[O:13])=[CH:5][CH:4]=1.C(OCC)(=O)C. The catalyst is Br.C(O)(=O)C. The product is [OH:2][C:3]1[CH:4]=[CH:5][C:6]([CH2:9][CH2:10][CH2:11][C:12]([OH:14])=[O:13])=[CH:7][CH:8]=1. The yield is 0.990.